Predict the reactants needed to synthesize the given product. From a dataset of Full USPTO retrosynthesis dataset with 1.9M reactions from patents (1976-2016). (1) Given the product [NH2:23][C:21]1[C:22]2[C:14]([C:11]3[CH:10]=[CH:9][C:8]([O:1][C:2]4[CH:7]=[CH:6][CH:5]=[CH:4][CH:3]=4)=[CH:13][CH:12]=3)=[CH:15][N:16]([CH2:24][C@@H:25]3[CH2:29][CH2:28][CH2:27][N:26]3[C:33]([C:32](=[CH:36][CH:37]3[CH2:39][CH2:38]3)[C:30]#[N:31])=[O:34])[C:17]=2[N:18]=[CH:19][N:20]=1, predict the reactants needed to synthesize it. The reactants are: [O:1]([C:8]1[CH:13]=[CH:12][C:11]([C:14]2[C:22]3[C:21]([NH2:23])=[N:20][CH:19]=[N:18][C:17]=3[N:16]([CH2:24][C@@H:25]3[CH2:29][CH2:28][CH2:27][NH:26]3)[CH:15]=2)=[CH:10][CH:9]=1)[C:2]1[CH:7]=[CH:6][CH:5]=[CH:4][CH:3]=1.[C:30]([C:32](=[CH:36][CH:37]1[CH2:39][CH2:38]1)[C:33](O)=[O:34])#[N:31].CCN(C(C)C)C(C)C.CN(C(ON1N=NC2C=CC=NC1=2)=[N+](C)C)C.F[P-](F)(F)(F)(F)F. (2) The reactants are: C([O:9][C@H:10]1[C@@H:17]2[N:13]([N:14]=[C:15]([C:20]3[CH:25]=[CH:24][C:23]([C:26]#[N:27])=[C:22]([Cl:28])[C:21]=3[CH3:29])[C@H:16]2[O:18][CH3:19])[CH2:12][CH2:11]1)(=O)C1C=CC=CC=1.O[Li].O. Given the product [Cl:28][C:22]1[C:21]([CH3:29])=[C:20]([C:15]2[C@@H:16]([O:18][CH3:19])[C@@H:17]3[C@H:10]([OH:9])[CH2:11][CH2:12][N:13]3[N:14]=2)[CH:25]=[CH:24][C:23]=1[C:26]#[N:27], predict the reactants needed to synthesize it. (3) Given the product [F:29][C:25]1[CH:24]=[C:23]([NH:22][C:19]2[N:18]=[C:17]([NH:30][CH2:31][CH2:32][CH3:33])[C:16]([C:14]3[O:13][N:12]=[C:11]([CH2:10][CH2:9][OH:8])[CH:15]=3)=[CH:21][N:20]=2)[CH:28]=[CH:27][CH:26]=1, predict the reactants needed to synthesize it. The reactants are: [Si]([O:8][CH2:9][CH2:10][C:11]1[CH:15]=[C:14]([C:16]2[C:17]([NH:30][CH2:31][CH2:32][CH3:33])=[N:18][C:19]([NH:22][C:23]3[CH:28]=[CH:27][CH:26]=[C:25]([F:29])[CH:24]=3)=[N:20][CH:21]=2)[O:13][N:12]=1)(C(C)(C)C)(C)C.[F-].C([N+](CCCC)(CCCC)CCCC)CCC.C(=O)([O-])O.[Na+].C(OCC)(=O)C. (4) Given the product [CH2:16]([C:8]1[O:9][C:10]2[CH:15]=[CH:14][CH:13]=[CH:12][C:11]=2[C:7]=1[CH2:6][C:5]1[CH:20]=[CH:21][C:2]([B:22]2[O:26][C:25]([CH3:28])([CH3:27])[C:24]([CH3:30])([CH3:29])[O:23]2)=[CH:3][CH:4]=1)[CH2:17][CH2:18][CH3:19], predict the reactants needed to synthesize it. The reactants are: Br[C:2]1[CH:21]=[CH:20][C:5]([CH2:6][C:7]2[C:11]3[CH:12]=[CH:13][CH:14]=[CH:15][C:10]=3[O:9][C:8]=2[CH2:16][CH2:17][CH2:18][CH3:19])=[CH:4][CH:3]=1.[B:22]1([B:22]2[O:26][C:25]([CH3:28])([CH3:27])[C:24]([CH3:30])([CH3:29])[O:23]2)[O:26][C:25]([CH3:28])([CH3:27])[C:24]([CH3:30])([CH3:29])[O:23]1.C([O-])(=O)C.[K+].C(Cl)Cl. (5) Given the product [CH3:23][CH:14]([C:11]1[CH:10]=[CH:9][C:8]([C:7]#[C:6][CH2:5][CH2:4][CH2:3][CH2:2][NH:1][S:32]([CH3:31])(=[O:34])=[O:33])=[CH:13][CH:12]=1)[CH2:15][NH:16][S:17]([CH:20]([CH3:22])[CH3:21])(=[O:19])=[O:18], predict the reactants needed to synthesize it. The reactants are: [NH2:1][CH2:2][CH2:3][CH2:4][CH2:5][C:6]#[C:7][C:8]1[CH:13]=[CH:12][C:11]([CH:14]([CH3:23])[CH2:15][NH:16][S:17]([CH:20]([CH3:22])[CH3:21])(=[O:19])=[O:18])=[CH:10][CH:9]=1.CCN(CC)CC.[CH3:31][S:32](Cl)(=[O:34])=[O:33]. (6) Given the product [CH3:15][NH:14][C:12](=[O:13])[C:11]1[CH:16]=[CH:17][CH:18]=[C:9]([CH2:8][CH2:7][C:4]2[CH:3]=[C:2]([NH:1][C:20]3[CH:25]=[CH:24][N:23]=[C:22]([NH:26][CH2:27][C:28]4[O:32][N:31]=[C:30]([CH3:33])[CH:29]=4)[N:21]=3)[NH:6][N:5]=2)[CH:10]=1, predict the reactants needed to synthesize it. The reactants are: [NH2:1][C:2]1[NH:6][N:5]=[C:4]([CH2:7][CH2:8][C:9]2[CH:10]=[C:11]([CH:16]=[CH:17][CH:18]=2)[C:12]([NH:14][CH3:15])=[O:13])[CH:3]=1.Cl[C:20]1[CH:25]=[CH:24][N:23]=[C:22]([NH:26][CH2:27][C:28]2[O:32][N:31]=[C:30]([CH3:33])[CH:29]=2)[N:21]=1. (7) Given the product [CH2:12]([O:11][C:4]1[C:5]([OH:10])=[C:6]([CH:9]=[C:2]([C:15]2[O:14][CH:18]=[CH:17][CH:16]=2)[CH:3]=1)[CH:7]=[O:8])[CH3:13], predict the reactants needed to synthesize it. The reactants are: Br[C:2]1[CH:3]=[C:4]([O:11][CH2:12][CH3:13])[C:5]([OH:10])=[C:6]([CH:9]=1)[CH:7]=[O:8].[O:14]1[CH:18]=[CH:17][CH:16]=[C:15]1B(O)O.